Dataset: Reaction yield outcomes from USPTO patents with 853,638 reactions. Task: Predict the reaction yield, written as a fraction of the theoretical maximum amount of product (1.0 means a 100% yield; for example, 0.34 means a 34% yield). The reactants are [NH2:1][C:2]1[C:7]2=[C:8](Br)[CH:9]=[C:10]([C:11]3[CH:16]=[CH:15][C:14]([N:17]4[CH2:22][CH2:21][N:20]([C:23]([O:25][C:26]([CH3:29])([CH3:28])[CH3:27])=[O:24])[CH2:19][CH2:18]4)=[CH:13][CH:12]=3)[N:6]2[N:5]=[CH:4][N:3]=1.[CH2:31]([N:38]1[CH:46]=[C:45]2[C:40]([CH:41]=[C:42](B3OC(C)(C)C(C)(C)O3)[CH:43]=[CH:44]2)=[N:39]1)[C:32]1[CH:37]=[CH:36][CH:35]=[CH:34][CH:33]=1.C([O-])([O-])=O.[Na+].[Na+]. The catalyst is COCCOC.C1C=CC([P]([Pd]([P](C2C=CC=CC=2)(C2C=CC=CC=2)C2C=CC=CC=2)([P](C2C=CC=CC=2)(C2C=CC=CC=2)C2C=CC=CC=2)[P](C2C=CC=CC=2)(C2C=CC=CC=2)C2C=CC=CC=2)(C2C=CC=CC=2)C2C=CC=CC=2)=CC=1. The product is [NH2:1][C:2]1[C:7]2=[C:8]([C:42]3[CH:43]=[CH:44][C:45]4[C:40]([CH:41]=3)=[N:39][N:38]([CH2:31][C:32]3[CH:37]=[CH:36][CH:35]=[CH:34][CH:33]=3)[CH:46]=4)[CH:9]=[C:10]([C:11]3[CH:16]=[CH:15][C:14]([N:17]4[CH2:22][CH2:21][N:20]([C:23]([O:25][C:26]([CH3:29])([CH3:28])[CH3:27])=[O:24])[CH2:19][CH2:18]4)=[CH:13][CH:12]=3)[N:6]2[N:5]=[CH:4][N:3]=1. The yield is 0.580.